This data is from Reaction yield outcomes from USPTO patents with 853,638 reactions. The task is: Predict the reaction yield, written as a fraction of the theoretical maximum amount of product (1.0 means a 100% yield; for example, 0.34 means a 34% yield). (1) The reactants are CC[C@H]1[C@H]2C[C@H]([C@H](OC3[C:34]4[C:29](=[CH:30][CH:31]=[CH:32][CH:33]=4)[C:28]([O:35][C@H:36]([C:47]4[CH:56]=[CH:55]N=C5[C:48]=4[CH:49]=[C:50]([O:57]C)[CH:51]=C5)[C@@H:37]4N5C[C@H](CC)[C@@H](CC5)[CH2:38]4)=NN=3)C3C=CN=C4C=3C=C(OC)C=C4)N(CC2)C1.[CH2:59]([O:66]C1C(OC)=CC=CC=1CCC=C)C1C=CC=CC=1.O.C([OH:84])(C)(C)C. No catalyst specified. The product is [CH2:28]([O:35][C:36]1[C:37]([O:66][CH3:59])=[CH:38][CH:55]=[CH:56][C:47]=1[CH2:48][CH2:49][C@H:50]([OH:57])[CH2:51][OH:84])[C:29]1[CH:30]=[CH:31][CH:32]=[CH:33][CH:34]=1. The yield is 0.920. (2) The reactants are F[C:2]1[CH:7]=[CH:6][C:5]([N+:8]([O-:10])=[O:9])=[CH:4][C:3]=1[F:11].[O:12]1[CH2:17][CH2:16][N:15]([CH2:18][CH2:19][OH:20])[CH2:14][CH2:13]1.C([O-])([O-])=O.[Cs+].[Cs+].O. The catalyst is CN(C=O)C. The product is [F:11][C:3]1[CH:4]=[C:5]([N+:8]([O-:10])=[O:9])[CH:6]=[CH:7][C:2]=1[O:20][CH2:19][CH2:18][N:15]1[CH2:16][CH2:17][O:12][CH2:13][CH2:14]1. The yield is 0.760. (3) The reactants are [O:1]=[C:2]1[C:11]2[C:6](=[CH:7][CH:8]=[CH:9][CH:10]=2)[NH:5][CH:4]=[C:3]1[C:12]([NH:14][C:15]1[CH:23]=[C:22]2[C:18]([CH:19]=[CH:20][NH:21]2)=[CH:17][C:16]=1[C:24](O)=[O:25])=[O:13].CN(C(ON1N=NC2C=CC=NC1=2)=[N+](C)C)C.F[P-](F)(F)(F)(F)F.CCN(C(C)C)C(C)C.[CH2:60]([NH2:64])[CH:61]([CH3:63])[CH3:62]. The catalyst is CN(C=O)C. The product is [CH2:60]([NH:64][C:24]([C:16]1[CH:17]=[C:18]2[C:22](=[CH:23][C:15]=1[NH:14][C:12]([C:3]1[C:2](=[O:1])[C:11]3[C:6](=[CH:7][CH:8]=[CH:9][CH:10]=3)[NH:5][CH:4]=1)=[O:13])[NH:21][CH:20]=[CH:19]2)=[O:25])[CH:61]([CH3:63])[CH3:62]. The yield is 0.660. (4) The reactants are [Cl:1][C:2]1[C:10]([C:11]([C:13]2[C:18]([NH:19][S:20]([C:23]3[CH:28]=[CH:27][C:26]([Cl:29])=[C:25]([C:30]([F:33])([F:32])[F:31])[CH:24]=3)(=[O:22])=[O:21])=[CH:17][C:16]([Cl:34])=[CH:15][N:14]=2)=[O:12])=[CH:9][CH:8]=[CH:7][C:3]=1[C:4]([OH:6])=O.[CH3:35][N:36](C(ON1N=NC2C=CC=NC1=2)=[N+](C)C)[CH3:37].F[P-](F)(F)(F)(F)F.N(C)C.C1COCC1.CCN(C(C)C)C(C)C. The catalyst is CCOC(C)=O.CN(C=O)C. The product is [Cl:1][C:2]1[C:10]([C:11]([C:13]2[C:18]([NH:19][S:20]([C:23]3[CH:28]=[CH:27][C:26]([Cl:29])=[C:25]([C:30]([F:33])([F:32])[F:31])[CH:24]=3)(=[O:22])=[O:21])=[CH:17][C:16]([Cl:34])=[CH:15][N:14]=2)=[O:12])=[CH:9][CH:8]=[CH:7][C:3]=1[C:4]([N:36]([CH3:37])[CH3:35])=[O:6]. The yield is 0.220. (5) The reactants are [F:1][C:2]1[CH:16]=[CH:15][CH:14]=[CH:13][C:3]=1[O:4][C:5]1[CH:12]=[CH:11][C:8]([CH:9]=O)=[CH:7][CH:6]=1.[N+:17]([CH3:20])([O-:19])=[O:18].C([O-])(=O)C.[NH4+].[BH4-].[Na+]. The catalyst is O.C(O)(=O)C.CS(C)=O.C(OCC)(=O)C. The product is [F:1][C:2]1[CH:16]=[CH:15][CH:14]=[CH:13][C:3]=1[O:4][C:5]1[CH:12]=[CH:11][C:8]([CH2:9][CH2:20][N+:17]([O-:19])=[O:18])=[CH:7][CH:6]=1. The yield is 0.496. (6) The reactants are [CH2:1]1[O:5][CH2:4][O:3][CH2:2]1.[C:6]([Cl:9])(=[O:8])C.[CH3:10]COCC. The catalyst is [Cl-].[Cl-].[Zn+2].CCOCC. The product is [C:4]([O:5][CH2:1][CH2:2][O:8][CH2:6][Cl:9])(=[O:3])[CH3:10]. The yield is 1.00. (7) The reactants are [CH3:1][C:2]1[C:6]([CH:7]=O)=[C:5]([N:9]2[C:13]3=[N:14][CH:15]=[CH:16][CH:17]=[C:12]3[CH:11]=[CH:10]2)[NH:4][N:3]=1.C1(P(=[CH:37][C:38]([O:40][CH2:41][CH3:42])=[O:39])(C2C=CC=CC=2)C2C=CC=CC=2)C=CC=CC=1. The catalyst is C1(C)C=CC=CC=1. The product is [CH3:1][C:2]1[C:6](/[CH:7]=[CH:37]/[C:38]([O:40][CH2:41][CH3:42])=[O:39])=[C:5]([N:9]2[C:13]3=[N:14][CH:15]=[CH:16][CH:17]=[C:12]3[CH:11]=[CH:10]2)[NH:4][N:3]=1. The yield is 0.950. (8) The reactants are [C:1]([O:5][C:6]([CH3:9])([CH3:8])[CH3:7])(=[O:4])[CH:2]=[CH2:3].C(N(CC)CC)C.CC1C(P(C2C(C)=CC=CC=2)C2C(C)=CC=CC=2)=CC=CC=1.Br[C:40]1[CH:41]=[N:42][C:43]([O:46][CH3:47])=[CH:44][CH:45]=1. The catalyst is CC([O-])=O.CC([O-])=O.[Pd+2].C1(C)C=CC=CC=1.CN1C(=O)CCC1. The product is [CH3:47][O:46][C:43]1[N:42]=[CH:41][C:40]([CH:3]=[CH:2][C:1]([O:5][C:6]([CH3:9])([CH3:8])[CH3:7])=[O:4])=[CH:45][CH:44]=1. The yield is 0.984. (9) The yield is 0.620. The product is [CH2:1]([O:8][C:9]1[CH:14]=[CH:13][C:12]([C:15]2[O:19][C:18]([CH3:21])([CH3:20])[C:17](=[O:22])[C:16]=2[C:27]2[CH:28]=[CH:29][N:24]=[CH:25][CH:26]=2)=[CH:11][CH:10]=1)[C:2]1[CH:7]=[CH:6][CH:5]=[CH:4][CH:3]=1. The catalyst is C1(C)C=CC=CC=1.C1C=CC(P(C2C=CC=CC=2)[C-]2C=CC=C2)=CC=1.C1C=CC(P(C2C=CC=CC=2)[C-]2C=CC=C2)=CC=1.Cl[Pd]Cl.[Fe+2]. The reactants are [CH2:1]([O:8][C:9]1[CH:14]=[CH:13][C:12]([C:15]2[O:19][C:18]([CH3:21])([CH3:20])[C:17](=[O:22])[C:16]=2Br)=[CH:11][CH:10]=1)[C:2]1[CH:7]=[CH:6][CH:5]=[CH:4][CH:3]=1.[N:24]1[CH:29]=[CH:28][C:27](B(O)O)=[CH:26][CH:25]=1.C([O-])([O-])=O.[Cs+].[Cs+].O.